This data is from Experimentally validated miRNA-target interactions with 360,000+ pairs, plus equal number of negative samples. The task is: Binary Classification. Given a miRNA mature sequence and a target amino acid sequence, predict their likelihood of interaction. (1) The miRNA is dme-miR-314-3p with sequence UAUUCGAGCCAAUAAGUUCGG. The protein sequence of the target gene is MTDPSLGLTVPMAPPLAPLPPRDPNGAGSEWRKPGAVSFADVAVYFSREEWGCLRPAQRALYRDVMRETYGHLGALGESPTCLPGPCASTGPAAPLGAACGVGGPGAGQAASSQRGVCVLLPQESEAASRRSSPGWRRRPNCGIRLPRIRRWRSVRQKRTQQIPETRKRKDKGKGREPWRSPTLWPPGLLG. Result: 0 (no interaction). (2) The miRNA is hsa-miR-5589-5p with sequence GGCUGGGUGCUCUUGUGCAGU. The protein sequence of the target gene is MPLGLKPTCSVCKTTSSSMWKKGAQGEILCHHCTGRGGAGSGGAGSGAAGGTGGSGGGGFGAATFASTSATPPQSNGGGGGKQSKQEIHRRSARLRNTKYKSAPAAEKKVSTKGKGRRHIFKLKNPIKAPESVSTIITAESIFYKGVYYQIGDVVSVIDEQDGKPYYAQIRGFIQDQYCEKSAALTWLIPTLSSPRDQFDPASYIIGPEEDLPRKMEYLEFVCHAPSEYFKSRSSPFPTVPTRPEKGYIWTHVGPTPAITIKESVANHL. Result: 1 (interaction). (3) The miRNA is hsa-miR-3173-5p with sequence UGCCCUGCCUGUUUUCUCCUUU. The protein sequence of the target gene is MKDCSNGCSAPFAGERGSEEVAETFRAKDLIITPATVLKEKPDPDSLVFGATFTDHMLTVEWSSASGWEKPHIKPFGNLPIHPAASVLHYAVELFEGLKAFRGVDNKIRLFRPDLNMDRMCRSAVRTTLPMFDKEELLKCILQLLQIDQEWVPYSTSASLYIRPTFIGTEPSLGVKKPSKALLFVILSPVGPYFSSGSFTPVSLWANPKYIRAWKGGTGDCKMGGNYGASLLAQCEAVENGCQQVLWLYGKDNQITEVGTMNLFLYWINEDGEEELATPPLDGIILPGVTRQSILELAQQ.... Result: 0 (no interaction). (4) The miRNA is mmu-miR-294-3p with sequence AAAGUGCUUCCCUUUUGUGUGU. Result: 0 (no interaction). The protein sequence of the target gene is MDPKGSLSWRILLFLSLAFELSYGTGGGVMDCPVILQKLGQDTWLPLTNEHQINKSVNKSVRILVTMATSPGSKSNKKIVSFDLSKGSYPDHLEDGYHFQSKNLSLKILGNRRESEGWYLVSVEENVSVQQFCKQLKLYEQVSPPEIKVLNKTQENENGTCSLLLACTVKKGDHVTYSWSDEAGTHLLSRANRSHLLHITLSNQHQDSIYNCTASNPVSSISRTFNLSSQACKQESSSESSPWMQYTLVPLGVVIIFILVFTAIIMMKRQGKSNHCQPPVEEKSLTIYAQVQKSGPQEKK.... (5) The miRNA is hsa-miR-6721-5p with sequence UGGGCAGGGGCUUAUUGUAGGAG. The protein sequence of the target gene is MKNQDKKNGAAKQSNPKSSPGQPEAGPEGAQERPSQAAPAVEAEGPGSSQAPRKPEGAQARTAQSGALRDVSEELSRQLEDILSTYCVDNNQGGPGEDGAQGEPAEPEDAEKSRTYVARNGEPEPTPVVNGEKEPSKGDPNTEEIRQSDEVGDRDHRRPQEKKKAKGLGKEITLLMQTLNTLSTPEEKLAALCKKYAELLEEHRNSQKQMKLLQKKQSQLVQEKDHLRGEHSKAVLARSKLESLCRELQRHNRSLKEEGVQRAREEEEKRKEVTSHFQVTLNDIQLQMEQHNERNSKLRQ.... Result: 1 (interaction). (6) The miRNA is hsa-miR-6846-3p with sequence UGACCCCUUCUGUCUCCCUAG. The protein sequence of the target gene is MDLEEAEEFKERCTQCAAVSWGLTDEGKYYCTSCHNVTERYQEVTNTDLIPNTQIKALNRGLKKKNNTEKGWDWYVCEGFQYILYQQAEALKNLGVGPELKNDVLHNFWKRYLQKSKQAYCKNPVYTTGRKPTVLEDNLSHSDWASEPELLSDVSCPPFLESGAESQSDIHTRKPFPVSKASQSETSVCSGSLDGVEYSQRKEKGIVKMTMPQTLAFCYLSLLWQREAITLSDLLRFVEEDHIPYINAFQHFPEQMKLYGRDRGIFGIESWPDYEDIYKKTVEVGTFLDLPRFPDITEDC.... Result: 0 (no interaction). (7) The miRNA is hsa-miR-17-5p with sequence CAAAGUGCUUACAGUGCAGGUAG. The protein sequence of the target gene is MTDQENNNNISSNPFAALFGSLADAKQFAAIQKEQLKQQSDELPASPDDSDNSVSESLDEFDYSVAEISRSFRSQQEICEQLNINHMIQRIFLITLDNSDPSLKSGNGIPSRCVYLEEMAVELEDQDWLDMSNVEQALFARLLLQDPGNHLINMTSSTTLNLSADRDAGERHIFCYLYSCFQRAKEEITKVPENLLPFAVQCRNLTVSNTRTVLLTPEIYVDQNIHEQLVDLMLEAIQGAHFEDVTEFLEEVIEALILDEEVRTFPEVMIPVFDILLGRIKDLELCQILLYAYLDILLYF.... Result: 1 (interaction). (8) The miRNA is hsa-miR-6781-3p with sequence UGCCUCUUUUCCACGGCCUCAG. The protein sequence of the target gene is MSVDEKPGSPMYVYESTVHCANILLGLNDQRKKDILCDVTLIVERKEFRAHRAVLAACSEYFWQALVGQTKDDLVVSLPEEVTARGFGPLLQFAYTAKLLLSRENIREVIRCAEFLRMHNLEDSCFSFLQTQLLNREDGLFVCRKDSACQRPQEDHGNSAGEEEEEEETMDSETARMACATDQMLPDPISFEATAIPVAEKEEALLPESEVPTDTKENSEKGALTQYPRYKKYQLACTKNVYSAPSHGTSGFASTFSEDSPGNSLKPGLPMGQIKSEPPSEETEEESITLCLSGDETDIK.... Result: 0 (no interaction).